The task is: Predict which catalyst facilitates the given reaction.. This data is from Catalyst prediction with 721,799 reactions and 888 catalyst types from USPTO. (1) Reactant: C1(P(C2C=CC=CC=2)C2C=CC=CC=2)C=CC=CC=1.[Br:20]Br.[C:22]([C:26]1[CH:31]=[CH:30][C:29]([C:32]2[CH:37]=[CH:36][N+:35]([O-])=[CH:34][CH:33]=2)=[CH:28][CH:27]=1)([CH3:25])([CH3:24])[CH3:23].CCN(CC)CC. Product: [C:22]([C:26]1[CH:31]=[CH:30][C:29]([C:32]2[CH:37]=[CH:36][N:35]=[C:34]([Br:20])[CH:33]=2)=[CH:28][CH:27]=1)([CH3:25])([CH3:24])[CH3:23]. The catalyst class is: 448. (2) Reactant: [CH3:1][O:2][C:3]1[CH:12]=[C:11]2[C:6]([CH:7]=[CH:8][C:9]([C:13]([O:15]C)=[O:14])=[CH:10]2)=[CH:5][CH:4]=1.[OH-].[K+]. Product: [CH3:1][O:2][C:3]1[CH:12]=[C:11]2[C:6]([CH:7]=[CH:8][C:9]([C:13]([OH:15])=[O:14])=[CH:10]2)=[CH:5][CH:4]=1. The catalyst class is: 40. (3) Reactant: C1COCC1.[Si:6]([O:13][CH2:14][CH2:15][NH:16][C:17]1[CH:22]=[CH:21][C:20]([NH:23][C:24]([C:26]2[C:31]([C:32]([NH:34][C:35]3[CH:40]=[CH:39][C:38]([Cl:41])=[CH:37][N:36]=3)=[O:33])=[N:30][CH:29]=[CH:28][N:27]=2)=[O:25])=[CH:19][CH:18]=1)([C:9]([CH3:12])([CH3:11])[CH3:10])([CH3:8])[CH3:7].C(=O)(O)[O-].[Na+].[N:47]#[C:48]Br. Product: [Si:6]([O:13][CH2:14][CH2:15][N:16]([C:48]#[N:47])[C:17]1[CH:18]=[CH:19][C:20]([NH:23][C:24]([C:26]2[C:31]([C:32]([NH:34][C:35]3[CH:40]=[CH:39][C:38]([Cl:41])=[CH:37][N:36]=3)=[O:33])=[N:30][CH:29]=[CH:28][N:27]=2)=[O:25])=[CH:21][CH:22]=1)([C:9]([CH3:12])([CH3:10])[CH3:11])([CH3:7])[CH3:8]. The catalyst class is: 46. (4) Reactant: Cl.[CH:2]([NH:5][C:6]1[N:11]=[C:10]2[S:12][C:13]([CH2:15][CH2:16][C:17]([OH:19])=O)=[N:14][C:9]2=[CH:8][CH:7]=1)([CH3:4])[CH3:3].[Cl:20][C:21]1[CH:22]=[C:23]([CH:31]=[CH:32][C:33]=1[Cl:34])[CH2:24][N:25]([CH3:30])[CH2:26][CH2:27][CH2:28][NH2:29].[OH-].[Na+]. Product: [Cl:20][C:21]1[CH:22]=[C:23]([CH:31]=[CH:32][C:33]=1[Cl:34])[CH2:24][N:25]([CH3:30])[CH2:26][CH2:27][CH2:28][NH:29][C:17](=[O:19])[CH2:16][CH2:15][C:13]1[S:12][C:10]2[C:9]([N:14]=1)=[CH:8][CH:7]=[C:6]([NH:5][CH:2]([CH3:3])[CH3:4])[N:11]=2. The catalyst class is: 9. (5) Reactant: [CH3:1][C:2]([CH3:31])([CH3:30])[C:3]([NH:5][C:6]1[C:7]([C:26]([O:28][CH3:29])=[O:27])=[C:8]([C:12]#[C:13][CH:14]2[CH2:18][CH2:17][CH2:16][N:15]2[C:19]([O:21][C:22]([CH3:25])([CH3:24])[CH3:23])=[O:20])[CH:9]=[CH:10][CH:11]=1)=[O:4]. Product: [CH3:1][C:2]([CH3:31])([CH3:30])[C:3]([NH:5][C:6]1[C:7]([C:26]([O:28][CH3:29])=[O:27])=[C:8]([CH2:12][CH2:13][CH:14]2[CH2:18][CH2:17][CH2:16][N:15]2[C:19]([O:21][C:22]([CH3:23])([CH3:24])[CH3:25])=[O:20])[CH:9]=[CH:10][CH:11]=1)=[O:4]. The catalyst class is: 29. (6) Reactant: [Cl:1][C:2]1[CH:10]=[C:9]([F:11])[C:8]([N:12]2[C:17](=[O:18])[CH:16]=[C:15]([C:19]([F:22])([F:21])[F:20])[N:14]([CH3:23])[C:13]2=[O:24])=[CH:7][C:3]=1[C:4](Cl)=[O:5].[C:25]([O:29][C:30](=[O:33])[NH:31][NH2:32])([CH3:28])([CH3:27])[CH3:26]. Product: [CH3:26][C:25]([CH3:28])([O:29][C:30]([NH:31][NH:32][C:4](=[O:5])[C:3]1[CH:7]=[C:8]([N:12]2[C:17](=[O:18])[CH:16]=[C:15]([C:19]([F:20])([F:22])[F:21])[N:14]([CH3:23])[C:13]2=[O:24])[C:9]([F:11])=[CH:10][C:2]=1[Cl:1])=[O:33])[CH3:27]. The catalyst class is: 7. (7) Reactant: [C:1]1([C:7]2[S:11][C:10]([C:12]([OH:14])=[O:13])=[C:9]([N:15]([C:23]([CH:25]3[CH2:30][CH2:29][CH:28]([CH3:31])[CH2:27][CH2:26]3)=[O:24])[CH:16]3[CH2:21][CH2:20][N:19]([CH3:22])[CH2:18][CH2:17]3)[CH:8]=2)[CH2:6][CH2:5][CH2:4][CH2:3][CH:2]=1.C(=O)([O-])[O-].[Cs+].[Cs+].Cl[CH2:39][O:40][C:41](=[O:46])[C:42]([CH3:45])([CH3:44])[CH3:43]. Product: [CH3:43][C:42]([CH3:45])([CH3:44])[C:41]([O:40][CH2:39][O:13][C:12]([C:10]1[S:11][C:7]([C:1]2[CH2:6][CH2:5][CH2:4][CH2:3][CH:2]=2)=[CH:8][C:9]=1[N:15]([C:23]([C@H:25]1[CH2:30][CH2:29][C@H:28]([CH3:31])[CH2:27][CH2:26]1)=[O:24])[CH:16]1[CH2:17][CH2:18][N:19]([CH3:22])[CH2:20][CH2:21]1)=[O:14])=[O:46]. The catalyst class is: 9. (8) Reactant: C1(P(C2CCCCC2)C2C=CC=CC=2C2C(C(C)C)=CC(C(C)C)=CC=2C(C)C)CCCCC1.CC(C)([O-])C.[Na+].N#N.[CH2:43]([O:50][C:51](=[O:65])[N:52]([C@@H:55]1[CH2:63][C:62]2[C:57](=[CH:58][CH:59]=[C:60](Br)[CH:61]=2)[CH2:56]1)[CH2:53][CH3:54])[C:44]1[CH:49]=[CH:48][CH:47]=[CH:46][CH:45]=1.[C:66](=[NH:79])([C:73]1[CH:78]=[CH:77][CH:76]=[CH:75][CH:74]=1)[C:67]1[CH:72]=[CH:71][CH:70]=[CH:69][CH:68]=1. Product: [CH2:43]([O:50][C:51](=[O:65])[N:52]([C@@H:55]1[CH2:63][C:62]2[C:57](=[CH:58][CH:59]=[C:60]([N:79]=[C:66]([C:67]3[CH:72]=[CH:71][CH:70]=[CH:69][CH:68]=3)[C:73]3[CH:78]=[CH:77][CH:76]=[CH:75][CH:74]=3)[CH:61]=2)[CH2:56]1)[CH2:53][CH3:54])[C:44]1[CH:49]=[CH:48][CH:47]=[CH:46][CH:45]=1. The catalyst class is: 101. (9) Reactant: [Cl:1][C:2]1[CH:18]=[CH:17][CH:16]=[C:15]([Cl:19])[C:3]=1[C:4](Cl)=[N:5][C:6]1[CH:11]=[CH:10][N:9]=[C:8]([Cl:12])[C:7]=1F.NC(N)=[S:22].N1C=CC=CC=1.C(N(CC)CC)C. Product: [Cl:12][C:8]1[C:7]2[S:22][C:4]([C:3]3[C:2]([Cl:1])=[CH:18][CH:17]=[CH:16][C:15]=3[Cl:19])=[N:5][C:6]=2[CH:11]=[CH:10][N:9]=1. The catalyst class is: 32. (10) Reactant: [Cl:1][C:2]1[N:7]=[CH:6][C:5]([S:8]([N:11]2[C:15]([C:16]3[CH:21]=[CH:20][CH:19]=[CH:18][CH:17]=3)=[CH:14][C:13]([CH:22]=O)=[CH:12]2)(=[O:10])=[O:9])=[CH:4][C:3]=1[CH3:24].[CH3:25][NH2:26].[BH4-].[Na+].[C:29](=[O:32])([O-])[OH:30].[Na+]. Product: [C:3]([O:30][C:29](=[O:32])[N:26]([CH2:22][C:13]1[CH:14]=[C:15]([C:16]2[CH:21]=[CH:20][CH:19]=[CH:18][CH:17]=2)[N:11]([S:8]([C:5]2[CH:6]=[N:7][C:2]([Cl:1])=[C:3]([CH3:24])[CH:4]=2)(=[O:10])=[O:9])[CH:12]=1)[CH3:25])([CH3:24])([CH3:4])[CH3:2]. The catalyst class is: 193.